Task: Predict the product of the given reaction.. Dataset: Forward reaction prediction with 1.9M reactions from USPTO patents (1976-2016) (1) Given the reactants [C:1]1([CH2:7][CH2:8][C:9]([O:11][CH2:12][CH2:13]CC)=[O:10])[CH2:6][CH2:5][CH2:4][CH2:3][CH:2]=1.CS(O)(=O)=O.C([O-])([O-])=O.[Na+].[Na+], predict the reaction product. The product is: [C:1]1([CH2:7][CH2:8][C:9]([O:11][CH2:12][CH3:13])=[O:10])[CH2:6][CH2:5][CH2:4][CH2:3][CH:2]=1. (2) Given the reactants [OH:1][C:2]1[CH:3]=[C:4]([CH:8]=[CH:9][C:10]=1[N+:11]([O-:13])=[O:12])[C:5]([OH:7])=[O:6].C(=O)(O)[O-].[Na+].[CH2:19](Br)[C:20]1[CH:25]=[CH:24][CH:23]=[CH:22][CH:21]=1.Cl, predict the reaction product. The product is: [OH:1][C:2]1[CH:3]=[C:4]([CH:8]=[CH:9][C:10]=1[N+:11]([O-:13])=[O:12])[C:5]([O:7][CH2:19][C:20]1[CH:25]=[CH:24][CH:23]=[CH:22][CH:21]=1)=[O:6]. (3) Given the reactants FC1C=CC=C(F)C=1O[C:5]1[O:6][C:7]([CH3:16])([CH3:15])[C:8]([CH3:14])([CH3:13])[S:9](=[O:12])(=[O:11])[N:10]=1.[C:22]1([C@@H:28]([NH2:30])[CH3:29])[CH:27]=[CH:26][CH:25]=[CH:24][CH:23]=1, predict the reaction product. The product is: [C:22]1([C@@H:28]([NH:30][C:5]2[O:6][C:7]([CH3:15])([CH3:16])[C:8]([CH3:13])([CH3:14])[S:9](=[O:11])(=[O:12])[N:10]=2)[CH3:29])[CH:27]=[CH:26][CH:25]=[CH:24][CH:23]=1. (4) Given the reactants Cl[CH2:2][C:3]([N:5]([CH2:7][C:8]1[CH:33]=[CH:32][C:11]([C:12]([NH:14][C:15]2[S:16][C:17]3[C:23]([N:24]4[CH2:29][CH2:28][O:27][CH2:26][CH2:25]4)=[CH:22][CH:21]=[C:20]([O:30][CH3:31])[C:18]=3[N:19]=2)=[O:13])=[CH:10][CH:9]=1)[CH3:6])=[O:4].[CH3:34][O:35][CH2:36][CH2:37][NH:38][CH3:39].C(=O)([O-])O.[Na+], predict the reaction product. The product is: [CH3:34][O:35][CH2:36][CH2:37][N:38]([CH2:2][C:3]([N:5]([CH2:7][C:8]1[CH:33]=[CH:32][C:11]([C:12]([NH:14][C:15]2[S:16][C:17]3[C:23]([N:24]4[CH2:29][CH2:28][O:27][CH2:26][CH2:25]4)=[CH:22][CH:21]=[C:20]([O:30][CH3:31])[C:18]=3[N:19]=2)=[O:13])=[CH:10][CH:9]=1)[CH3:6])=[O:4])[CH3:39]. (5) Given the reactants [CH2:1]([O:3][CH:4]([O:17][CH2:18][CH3:19])[C:5]1[O:13][C:12]2[C:11]([C:14]([OH:16])=O)=[CH:10][N:9]=[CH:8][C:7]=2[CH:6]=1)[CH3:2].[CH3:20][O:21][C:22]1[C:23]([NH2:28])=[CH:24][CH:25]=[CH:26][CH:27]=1.F[P-](F)(F)(F)(F)F.N1(O[P+](N(C)C)(N(C)C)N(C)C)C2C=CC=CC=2N=N1.C(N(C(C)C)CC)(C)C, predict the reaction product. The product is: [CH2:18]([O:17][CH:4]([O:3][CH2:1][CH3:2])[C:5]1[O:13][C:12]2[C:11]([C:14]([NH:28][C:23]3[CH:24]=[CH:25][CH:26]=[CH:27][C:22]=3[O:21][CH3:20])=[O:16])=[CH:10][N:9]=[CH:8][C:7]=2[CH:6]=1)[CH3:19]. (6) Given the reactants C([O:3][C:4]([C:6]1[N:7]=[C:8]([N:16]2[CH2:21][CH2:20][CH2:19][CH2:18][S:17]2(=[O:23])=[O:22])[N:9]([CH3:15])[C:10](=[O:14])[C:11]=1[O:12][CH3:13])=[O:5])C.[OH-].[Na+].Cl, predict the reaction product. The product is: [O:23]=[S:17]1(=[O:22])[CH2:18][CH2:19][CH2:20][CH2:21][N:16]1[C:8]1[N:9]([CH3:15])[C:10](=[O:14])[C:11]([O:12][CH3:13])=[C:6]([C:4]([OH:5])=[O:3])[N:7]=1. (7) Given the reactants Cl.[O:2]=[S:3]1(=[O:9])[CH2:7][CH2:6][C@@H:5]([NH2:8])[CH2:4]1.CCN(C(C)C)C(C)C.FC(F)(F)S(O[C:25]1[C:30]([N+:31]([O-:33])=[O:32])=[CH:29][C:28]([Cl:34])=[CH:27][C:26]=1[F:35])(=O)=O, predict the reaction product. The product is: [Cl:34][C:28]1[CH:29]=[C:30]([N+:31]([O-:33])=[O:32])[C:25]([NH:8][C@@H:5]2[CH2:6][CH2:7][S:3](=[O:9])(=[O:2])[CH2:4]2)=[C:26]([F:35])[CH:27]=1.